From a dataset of Catalyst prediction with 721,799 reactions and 888 catalyst types from USPTO. Predict which catalyst facilitates the given reaction. (1) Reactant: Br[C:2]1[CH:7]=[CH:6][C:5]([C:8]([F:11])([F:10])[F:9])=[CH:4][C:3]=1[F:12].[OH:13][CH:14]1[CH2:18][CH2:17][NH:16][CH2:15]1.C1(P(C2C=CC=CC=2)C2C=CC3C(=CC=CC=3)C=2C2C3C(=CC=CC=3)C=CC=2P(C2C=CC=CC=2)C2C=CC=CC=2)C=CC=CC=1.C(=O)([O-])[O-].[Cs+].[Cs+]. Product: [F:12][C:3]1[CH:4]=[C:5]([C:8]([F:11])([F:10])[F:9])[CH:6]=[CH:7][C:2]=1[N:16]1[CH2:17][CH2:18][CH:14]([OH:13])[CH2:15]1. The catalyst class is: 493. (2) Reactant: [NH2:1][CH:2]1[CH2:7][CH2:6][N:5]([CH2:8][CH2:9][N:10]2[C:19]3[C:14](=[CH:15][CH:16]=[C:17]([F:20])[CH:18]=3)[N:13]=[CH:12][C:11]2=[O:21])[CH2:4][CH2:3]1.[S:22]1[CH:26]=[CH:25][CH:24]=[C:23]1[C:27]1[O:31][N:30]=[C:29]([CH:32]=O)[CH:28]=1.C(O[BH-](OC(=O)C)OC(=O)C)(=O)C.[Na+].C(=O)([O-])O.[Na+]. Product: [F:20][C:17]1[CH:18]=[C:19]2[C:14]([N:13]=[CH:12][C:11](=[O:21])[N:10]2[CH2:9][CH2:8][N:5]2[CH2:4][CH2:3][CH:2]([NH:1][CH2:32][C:29]3[CH:28]=[C:27]([C:23]4[S:22][CH:26]=[CH:25][CH:24]=4)[O:31][N:30]=3)[CH2:7][CH2:6]2)=[CH:15][CH:16]=1. The catalyst class is: 671.